From a dataset of Reaction yield outcomes from USPTO patents with 853,638 reactions. Predict the reaction yield, written as a fraction of the theoretical maximum amount of product (1.0 means a 100% yield; for example, 0.34 means a 34% yield). (1) The reactants are [NH:1]1[CH:5]=[CH:4][CH:3]=[CH:2]1.[CH:6](=O)[CH2:7][CH2:8][CH3:9]. No catalyst specified. The product is [NH:1]1[CH:5]=[CH:4][CH:3]=[C:2]1[CH:6]([C:2]1[NH:1][CH:5]=[CH:4][CH:3]=1)[CH2:7][CH2:8][CH3:9]. The yield is 0.450. (2) The reactants are C(OP([CH:9]1[C:14](=[O:15])[NH:13][C:12]2[CH:16]=[CH:17][CH:18]=[CH:19][C:11]=2[S:10]1)(=O)OCC)C.[CH2:20]=O.O.C[O-].[Na+]. The catalyst is CO. The product is [CH2:20]=[C:9]1[C:14](=[O:15])[NH:13][C:12]2[CH:16]=[CH:17][CH:18]=[CH:19][C:11]=2[S:10]1. The yield is 0.720. (3) The reactants are [C:1]1([CH:7]([C:18]2[CH:23]=[CH:22][CH:21]=[CH:20][CH:19]=2)[N:8]2[CH2:12][CH2:11][C@H:10](OS(C)(=O)=O)[CH2:9]2)[CH:6]=[CH:5][CH:4]=[CH:3][CH:2]=1.C(=O)([O-])O.[Na+].C1(C)C=CC=CC=1.[C:36](#[N:38])C. The catalyst is [C-]#N.C([N+](CCCC)(CCCC)CCCC)CCC. The product is [C:36]([C@@H:10]1[CH2:11][CH2:12][N:8]([CH:7]([C:18]2[CH:23]=[CH:22][CH:21]=[CH:20][CH:19]=2)[C:1]2[CH:6]=[CH:5][CH:4]=[CH:3][CH:2]=2)[CH2:9]1)#[N:38]. The yield is 0.774. (4) The catalyst is C1C=CC(/C=C/C(/C=C/C2C=CC=CC=2)=O)=CC=1.C1C=CC(/C=C/C(/C=C/C2C=CC=CC=2)=O)=CC=1.C1C=CC(/C=C/C(/C=C/C2C=CC=CC=2)=O)=CC=1.[Pd].[Pd]. The reactants are [F:1][C:2]1[CH:3]=[C:4]([CH:6]=[C:7](B2OC(C)(C)C(C)(C)O2)[CH:8]=1)[NH2:5].Br[C:19]1[S:20][CH:21]=[N:22][CH:23]=1.CC(C1C=C(C(C)C)C(C2C=CC=CC=2P(C2CCCCC2)C2CCCCC2)=C(C(C)C)C=1)C.C(=O)([O-])[O-].[Cs+].[Cs+]. The product is [F:1][C:2]1[CH:3]=[C:4]([CH:6]=[C:7]([C:19]2[S:20][CH:21]=[N:22][CH:23]=2)[CH:8]=1)[NH2:5]. The yield is 0.850. (5) The reactants are [F:1][C:2]([F:25])([F:24])[C:3]1[CH:11]=[C:10]2[C:6](/[C:7](=[CH:13]/[C:14]3[NH:18][C:17]([CH3:19])=[C:16]([C:20](O)=[O:21])[C:15]=3[CH3:23])/[C:8](=[O:12])[NH:9]2)=[CH:5][CH:4]=1.Cl.C(N=C=NCCCN(C)C)C.OC1C2N=NNC=2C=CC=1.C(N(CC)CC)C.[NH2:55][C:56]1[CH:61]=[CH:60][CH:59]=[CH:58][C:57]=1[NH:62][C:63](=[O:74])[C:64]1[CH:69]=[CH:68][C:67]([NH:70][CH2:71][CH2:72][NH2:73])=[N:66][CH:65]=1. The catalyst is [Cl-].[Na+].O.CN(C=O)C. The product is [NH2:55][C:56]1[CH:61]=[CH:60][CH:59]=[CH:58][C:57]=1[NH:62][C:63](=[O:74])[C:64]1[CH:69]=[CH:68][C:67]([NH:70][CH2:71][CH2:72][NH:73][C:20]([C:16]2[C:15]([CH3:23])=[C:14](/[CH:13]=[C:7]3\[C:8](=[O:12])[NH:9][C:10]4[C:6]\3=[CH:5][CH:4]=[C:3]([C:2]([F:25])([F:1])[F:24])[CH:11]=4)[NH:18][C:17]=2[CH3:19])=[O:21])=[N:66][CH:65]=1. The yield is 0.590. (6) The reactants are [N:1]([CH2:4][C@H:5]1[CH2:14][CH2:13][C:12]2[C:7](=[C:8]([C:16]3[CH:21]=[CH:20][C:19]([Cl:22])=[CH:18][C:17]=3[CH3:23])[C:9]([F:15])=[CH:10][CH:11]=2)[O:6]1)=[N+]=[N-].C1(P(C2C=CC=CC=2)C2C=CC=CC=2)C=CC=CC=1. The catalyst is C1COCC1.O. The product is [ClH:22].[Cl:22][C:19]1[CH:20]=[CH:21][C:16]([C:8]2[C:9]([F:15])=[CH:10][CH:11]=[C:12]3[C:7]=2[O:6][C@@H:5]([CH2:4][NH2:1])[CH2:14][CH2:13]3)=[C:17]([CH3:23])[CH:18]=1. The yield is 0.690. (7) The catalyst is CC(O)=O. The yield is 0.750. The reactants are [CH3:1][C:2]1[N:11]([C:12]2[CH:17]=[CH:16][CH:15]=[CH:14][CH:13]=2)[C:10](=[O:18])[C:9]2[C:4](=[CH:5][CH:6]=[CH:7][CH:8]=2)[N:3]=1.[OH:19][C:20]1[C:27]([O:28]C)=[CH:26][CH:25]=[CH:24][C:21]=1[CH:22]=O.CC([O-])=O.[Na+]. The product is [OH:19][C:20]1[C:27]([OH:28])=[CH:26][CH:25]=[CH:24][C:21]=1[CH:22]=[CH:1][C:2]1[N:11]([C:12]2[CH:17]=[CH:16][CH:15]=[CH:14][CH:13]=2)[C:10](=[O:18])[C:9]2[C:4](=[CH:5][CH:6]=[CH:7][CH:8]=2)[N:3]=1. (8) The reactants are CS(C)=O.CCN(C(C)C)C(C)C.[F:14][C:15]([F:35])([C:29]1[CH:34]=[CH:33][CH:32]=[CH:31][CH:30]=1)[CH2:16][NH:17][C:18]1[C:19]([F:28])=[C:20]([CH2:25][CH2:26][OH:27])[C:21]([Cl:24])=[CH:22][CH:23]=1. The catalyst is C(Cl)Cl. The product is [F:35][C:15]([F:14])([C:29]1[CH:30]=[CH:31][CH:32]=[CH:33][CH:34]=1)[CH2:16][NH:17][C:18]1[C:19]([F:28])=[C:20]([CH2:25][CH:26]=[O:27])[C:21]([Cl:24])=[CH:22][CH:23]=1. The yield is 0.990. (9) The reactants are [F:1][C:2]1[CH:30]=[C:29]([N+:31]([O-:33])=[O:32])[CH:28]=[CH:27][C:3]=1[O:4][C:5]1[C:14]2[C:9](=[CH:10][C:11]([O:17][CH2:18][CH:19]3[CH2:26][CH:22]4[CH2:23][NH:24][CH2:25][CH:21]4[CH2:20]3)=[C:12]([O:15][CH3:16])[CH:13]=2)[N:8]=[CH:7][CH:6]=1.[C:34](#N)C.O.C=O.[BH-](OC(C)=O)(OC(C)=O)OC(C)=O.[Na+]. The catalyst is O. The product is [F:1][C:2]1[CH:30]=[C:29]([N+:31]([O-:33])=[O:32])[CH:28]=[CH:27][C:3]=1[O:4][C:5]1[C:14]2[C:9](=[CH:10][C:11]([O:17][CH2:18][CH:19]3[CH2:26][CH:22]4[CH2:23][N:24]([CH3:34])[CH2:25][CH:21]4[CH2:20]3)=[C:12]([O:15][CH3:16])[CH:13]=2)[N:8]=[CH:7][CH:6]=1. The yield is 0.500.